From a dataset of Catalyst prediction with 721,799 reactions and 888 catalyst types from USPTO. Predict which catalyst facilitates the given reaction. (1) Reactant: Cl[C:2]1[N:7]=[C:6]2[S:8][C:9]([C:11]([O:13]C)=[O:12])=[CH:10][C:5]2=[N:4][CH:3]=1.[OH-].[Na+].O.C1C[O:21][CH2:20][CH2:19]1. Product: [CH2:20]([O:21][C:2]1[N:7]=[C:6]2[S:8][C:9]([C:11]([OH:13])=[O:12])=[CH:10][C:5]2=[N:4][CH:3]=1)[CH3:19]. The catalyst class is: 5. (2) Reactant: [F:1][C:2]1[CH:7]=[CH:6][C:5]([CH2:8][O:9][C:10]2[CH:19]=[C:18]([C:20]3[CH:21]=[N:22][N:23]([CH3:25])[CH:24]=3)[C:17]([CH2:26][N:27]3[CH2:32][CH2:31][O:30][CH2:29][CH2:28]3)=[CH:16][C:11]=2[C:12]([O:14]C)=O)=[CH:4][CH:3]=1.[OH-].[Li+].Cl.C(N(C(C)C)CC)(C)C.[NH2:45][C:46]1[CH:47]=[N:48][CH:49]=[CH:50][CH:51]=1.ON1C2N=CC=CC=2N=N1.C(Cl)CCl. Product: [F:1][C:2]1[CH:7]=[CH:6][C:5]([CH2:8][O:9][C:10]2[CH:19]=[C:18]([C:20]3[CH:21]=[N:22][N:23]([CH3:25])[CH:24]=3)[C:17]([CH2:26][N:27]3[CH2:28][CH2:29][O:30][CH2:31][CH2:32]3)=[CH:16][C:11]=2[C:12]([NH:45][C:46]2[CH:47]=[N:48][CH:49]=[CH:50][CH:51]=2)=[O:14])=[CH:4][CH:3]=1. The catalyst class is: 30. (3) Reactant: [CH2:1]([C:3]1[CH:4]=[N:5][C:6]([N:9]2[CH2:14][CH2:13][CH:12]([N:15]3[CH2:19][CH2:18][C@H:17]([NH:20]C(=O)OC(C)(C)C)[C:16]3=[O:28])[CH2:11][CH2:10]2)=[N:7][CH:8]=1)[CH3:2]. Product: [NH2:20][C@H:17]1[CH2:18][CH2:19][N:15]([CH:12]2[CH2:13][CH2:14][N:9]([C:6]3[N:7]=[CH:8][C:3]([CH2:1][CH3:2])=[CH:4][N:5]=3)[CH2:10][CH2:11]2)[C:16]1=[O:28]. The catalyst class is: 137. (4) Reactant: [CH3:1][C:2]([NH2:22])([CH3:21])[CH2:3][NH:4][C:5]1[C:14]2[C:9](=[CH:10][N:11]=[CH:12][CH:13]=2)[CH:8]=[C:7]([C:15]2[CH:20]=[CH:19][N:18]=[CH:17][CH:16]=2)[N:6]=1.N1C=CC=CC=1.[C:29](Cl)(=[O:31])[CH3:30]. Product: [CH3:21][C:2]([NH:22][C:29](=[O:31])[CH3:30])([CH3:1])[CH2:3][NH:4][C:5]1[C:14]2[C:9](=[CH:10][N:11]=[CH:12][CH:13]=2)[CH:8]=[C:7]([C:15]2[CH:20]=[CH:19][N:18]=[CH:17][CH:16]=2)[N:6]=1. The catalyst class is: 4. (5) Reactant: [F:1][C:2]1[CH:3]=[C:4]([CH2:9][C:10]([OH:12])=O)[CH:5]=[C:6]([F:8])[CH:7]=1.Cl.[CH3:14][O:15][C:16](=[O:20])[C@H:17]([CH3:19])[NH2:18].C1C=CC2N(O)N=NC=2C=1.CN1CCOCC1.CCN=C=NCCCN(C)C.Cl. Product: [CH3:14][O:15][C:16](=[O:20])[C@H:17]([CH3:19])[NH:18][C:10](=[O:12])[CH2:9][C:4]1[CH:5]=[C:6]([F:8])[CH:7]=[C:2]([F:1])[CH:3]=1. The catalyst class is: 96.